Dataset: Catalyst prediction with 721,799 reactions and 888 catalyst types from USPTO. Task: Predict which catalyst facilitates the given reaction. (1) Reactant: [C:1]([O:5][C:6](=[O:35])[NH:7][C:8]1([C:12]2[CH:17]=[CH:16][C:15]([C:18]3[C:27]([C:28]4[CH:33]=[CH:32][CH:31]=[CH:30][CH:29]=4)=[CH:26][C:25]4[C:24](=[O:34])[NH:23][CH2:22][CH2:21][C:20]=4[N:19]=3)=[CH:14][CH:13]=2)[CH2:11][CH2:10][CH2:9]1)([CH3:4])([CH3:3])[CH3:2].[H-].[Na+].Br[CH2:39][C:40]#[N:41].[NH4+].[Cl-]. Product: [C:1]([O:5][C:6](=[O:35])[NH:7][C:8]1([C:12]2[CH:13]=[CH:14][C:15]([C:18]3[C:27]([C:28]4[CH:29]=[CH:30][CH:31]=[CH:32][CH:33]=4)=[CH:26][C:25]4[C:24](=[O:34])[N:23]([CH2:39][C:40]#[N:41])[CH2:22][CH2:21][C:20]=4[N:19]=3)=[CH:16][CH:17]=2)[CH2:11][CH2:10][CH2:9]1)([CH3:4])([CH3:2])[CH3:3]. The catalyst class is: 3. (2) Reactant: [O:1]1[CH2:6][CH2:5][CH:4]([CH2:7][CH2:8][N:9]2[C:14]3=[N:15][C:16]([Sn](C)(C)C)=[CH:17][N:18]=[C:13]3[NH:12][CH2:11][C:10]2=[O:23])[CH2:3][CH2:2]1.Br[C:25]1[N:30]=[C:29]2[N:31]([CH2:36][CH2:37][CH:38]3[CH2:43][CH2:42]OCC3)C(=O)CNC2=NC=1.C[Sn](C)C.C[Sn](C)C. Product: [NH:31]1[C:29]2=[N:30][CH:25]=[C:42]([C:16]3[N:15]=[C:14]4[N:9]([CH2:8][CH2:7][CH:4]5[CH2:5][CH2:6][O:1][CH2:2][CH2:3]5)[C:10](=[O:23])[CH2:11][NH:12][C:13]4=[N:18][CH:17]=3)[CH:43]=[C:38]2[CH:37]=[CH:36]1. The catalyst class is: 203. (3) Reactant: [CH2:1]([O:8][C:9]1[CH:16]=[CH:15][C:12]([CH:13]=[O:14])=[CH:11][C:10]=1[OH:17])[C:2]1[CH:7]=[CH:6][CH:5]=[CH:4][CH:3]=1.[CH:18]1(Br)[CH2:22][CH2:21][CH2:20][CH2:19]1.C([O-])([O-])=O.[K+].[K+]. Product: [CH2:1]([O:8][C:9]1[CH:16]=[CH:15][C:12]([CH:13]=[O:14])=[CH:11][C:10]=1[O:17][CH:18]1[CH2:22][CH2:21][CH2:20][CH2:19]1)[C:2]1[CH:3]=[CH:4][CH:5]=[CH:6][CH:7]=1. The catalyst class is: 3. (4) Reactant: [Br:1][C:2]1[CH:3]=[C:4]([CH:6]=[C:7]([Br:9])[CH:8]=1)[NH2:5].[C:10]([N:18]=[C:19]=[S:20])(=[O:17])[C:11]1[CH:16]=[CH:15][CH:14]=[CH:13][CH:12]=1. Product: [C:10]([NH:18][C:19]([NH:5][C:4]1[CH:3]=[C:2]([Br:1])[CH:8]=[C:7]([Br:9])[CH:6]=1)=[S:20])(=[O:17])[C:11]1[CH:16]=[CH:15][CH:14]=[CH:13][CH:12]=1. The catalyst class is: 21.